Predict the reactants needed to synthesize the given product. From a dataset of Full USPTO retrosynthesis dataset with 1.9M reactions from patents (1976-2016). (1) Given the product [C:1]([O:5][C:6](=[O:24])[NH:7][C:8]1[CH:13]=[C:12]([O:14][CH2:15][C:16]([F:19])([F:17])[F:18])[C:11]([Cl:20])=[CH:10][C:9]=1[NH2:21])([CH3:4])([CH3:2])[CH3:3], predict the reactants needed to synthesize it. The reactants are: [C:1]([O:5][C:6](=[O:24])[NH:7][C:8]1[CH:13]=[C:12]([O:14][CH2:15][C:16]([F:19])([F:18])[F:17])[C:11]([Cl:20])=[CH:10][C:9]=1[N+:21]([O-])=O)([CH3:4])([CH3:3])[CH3:2]. (2) The reactants are: C([O:8][C:9](=[O:37])[CH2:10][O:11][C:12]1[CH:17]=[CH:16][C:15]([Cl:18])=[CH:14][C:13]=1[CH2:19][C:20]1[CH:25]=[C:24]([Cl:26])[CH:23]=[CH:22][C:21]=1[O:27][CH:28]([CH3:36])[C:29](=[O:35])[N:30]1[CH2:34][CH2:33][CH2:32][CH2:31]1)C1C=CC=CC=1.[OH-].[Na+]. Given the product [Cl:18][C:15]1[CH:16]=[CH:17][C:12]([O:11][CH2:10][C:9]([OH:37])=[O:8])=[C:13]([CH2:19][C:20]2[CH:25]=[C:24]([Cl:26])[CH:23]=[CH:22][C:21]=2[O:27][CH:28]([CH3:36])[C:29](=[O:35])[N:30]2[CH2:34][CH2:33][CH2:32][CH2:31]2)[CH:14]=1, predict the reactants needed to synthesize it.